This data is from NCI-60 drug combinations with 297,098 pairs across 59 cell lines. The task is: Regression. Given two drug SMILES strings and cell line genomic features, predict the synergy score measuring deviation from expected non-interaction effect. (1) Drug 1: COC1=NC(=NC2=C1N=CN2C3C(C(C(O3)CO)O)O)N. Drug 2: CC1=C(C(=O)C2=C(C1=O)N3CC4C(C3(C2COC(=O)N)OC)N4)N. Cell line: M14. Synergy scores: CSS=52.5, Synergy_ZIP=-2.31, Synergy_Bliss=-6.27, Synergy_Loewe=-38.3, Synergy_HSA=-1.35. (2) Drug 1: CC1CCC2CC(C(=CC=CC=CC(CC(C(=O)C(C(C(=CC(C(=O)CC(OC(=O)C3CCCCN3C(=O)C(=O)C1(O2)O)C(C)CC4CCC(C(C4)OC)O)C)C)O)OC)C)C)C)OC. Drug 2: CC1CCCC2(C(O2)CC(NC(=O)CC(C(C(=O)C(C1O)C)(C)C)O)C(=CC3=CSC(=N3)C)C)C. Cell line: UO-31. Synergy scores: CSS=27.4, Synergy_ZIP=-5.25, Synergy_Bliss=-11.1, Synergy_Loewe=-39.6, Synergy_HSA=-16.1. (3) Drug 1: COC1=CC(=CC(=C1O)OC)C2C3C(COC3=O)C(C4=CC5=C(C=C24)OCO5)OC6C(C(C7C(O6)COC(O7)C8=CC=CS8)O)O. Drug 2: C(=O)(N)NO. Cell line: U251. Synergy scores: CSS=55.4, Synergy_ZIP=6.38, Synergy_Bliss=6.43, Synergy_Loewe=7.51, Synergy_HSA=8.71. (4) Drug 1: CC1OCC2C(O1)C(C(C(O2)OC3C4COC(=O)C4C(C5=CC6=C(C=C35)OCO6)C7=CC(=C(C(=C7)OC)O)OC)O)O. Drug 2: CCCCCOC(=O)NC1=NC(=O)N(C=C1F)C2C(C(C(O2)C)O)O. Cell line: SK-OV-3. Synergy scores: CSS=8.23, Synergy_ZIP=-3.40, Synergy_Bliss=-1.78, Synergy_Loewe=-19.8, Synergy_HSA=-3.04. (5) Drug 1: CCC1=C2CN3C(=CC4=C(C3=O)COC(=O)C4(CC)O)C2=NC5=C1C=C(C=C5)O. Drug 2: CC1=C(C(=O)C2=C(C1=O)N3CC4C(C3(C2COC(=O)N)OC)N4)N. Cell line: OVCAR-5. Synergy scores: CSS=55.1, Synergy_ZIP=-3.15, Synergy_Bliss=2.55, Synergy_Loewe=3.17, Synergy_HSA=7.82.